This data is from Full USPTO retrosynthesis dataset with 1.9M reactions from patents (1976-2016). The task is: Predict the reactants needed to synthesize the given product. (1) Given the product [Br:18][C:2]1[CH:3]=[C:4]([C:11]([O:13][CH2:14][CH3:15])=[O:12])[C:5]2[CH:10]=[N:9][NH:8][C:6]=2[N:7]=1, predict the reactants needed to synthesize it. The reactants are: O[C:2]1[CH:3]=[C:4]([C:11]([O:13][CH2:14][CH3:15])=[O:12])[C:5]2[CH:10]=[N:9][NH:8][C:6]=2[N:7]=1.P(Br)(Br)([Br:18])=O. (2) Given the product [CH3:16][C:11]1[CH:12]=[CH:13][CH:14]=[CH:15][C:10]=1[NH:19][C:18](=[O:24])[CH3:17], predict the reactants needed to synthesize it. The reactants are: [F-].[K+].CNCCNC.I[C:10]1[CH:15]=[CH:14][CH:13]=[CH:12][C:11]=1[CH3:16].[CH3:17]/[C:18](/[O:24][Si](C)(C)C)=[N:19]\[Si](C)(C)C. (3) Given the product [Cl:30][C:19]1[CH:18]=[C:17]([O:16][C:10]2[C:9]3[C:14](=[CH:15][C:6]([O:5][CH2:4][CH2:3][CH2:2][S:39][C:40]4[CH:45]=[CH:44][N:43]=[CH:42][CH:41]=4)=[C:7]([O:31][CH3:32])[CH:8]=3)[N:13]=[CH:12][N:11]=2)[CH:22]=[CH:21][C:20]=1[NH:23][C:24]([NH:26][CH2:27][CH2:28][CH3:29])=[O:25], predict the reactants needed to synthesize it. The reactants are: Br[CH2:2][CH2:3][CH2:4][O:5][C:6]1[CH:15]=[C:14]2[C:9]([C:10]([O:16][C:17]3[CH:22]=[CH:21][C:20]([NH:23][C:24]([NH:26][CH2:27][CH2:28][CH3:29])=[O:25])=[C:19]([Cl:30])[CH:18]=3)=[N:11][CH:12]=[N:13]2)=[CH:8][C:7]=1[O:31][CH3:32].C(=O)([O-])[O-].[K+].[K+].[SH:39][C:40]1[CH:45]=[CH:44][N:43]=[CH:42][CH:41]=1.O. (4) The reactants are: [NH2:1][C:2]1[CH:7]=[CH:6][C:5]([C:8]2[C:16]3[C:11](=[N:12][CH:13]=[N:14][C:15]=3[NH2:17])[N:10]([C@H:18]3[CH2:23][CH2:22][C@@H:21]([N:24]4[CH2:29][CH2:28][N:27]([CH3:30])[CH2:26][CH2:25]4)[CH2:20][CH2:19]3)[N:9]=2)=[CH:4][CH:3]=1.[CH3:31][C:32]([C:37]1[CH:42]=[CH:41][CH:40]=[CH:39][CH:38]=1)([CH3:36])[C:33]([OH:35])=[O:34].Cl.CN(C)CCCN=C=NCC.ON1C2N=CC=CC=2N=N1.C(N(CC)C(C)C)(C)C. Given the product [C:33]([OH:35])(=[O:34])[CH3:32].[C:33]([OH:35])(=[O:34])[CH3:32].[NH2:17][C:15]1[N:14]=[CH:13][N:12]=[C:11]2[N:10]([C@H:18]3[CH2:23][CH2:22][C@@H:21]([N:24]4[CH2:25][CH2:26][N:27]([CH3:30])[CH2:28][CH2:29]4)[CH2:20][CH2:19]3)[N:9]=[C:8]([C:5]3[CH:4]=[CH:3][C:2]([NH:1][C:33](=[O:34])[C:32]([CH3:31])([C:37]4[CH:42]=[CH:41][CH:40]=[CH:39][CH:38]=4)[CH3:36])=[CH:7][CH:6]=3)[C:16]=12, predict the reactants needed to synthesize it. (5) Given the product [CH:27]1([NH:26][C:25]([C:23]2[CH:22]=[CH:21][C:20]([CH3:31])=[C:19]([N:14]3[CH:13]=[N:12][C:11]4[C:15]3=[N:16][CH:17]=[N:18][C:10]=4[C:7]3[CH:6]=[CH:5][C:4]([C:3]([OH:32])=[O:2])=[CH:9][CH:8]=3)[CH:24]=2)=[O:30])[CH2:29][CH2:28]1, predict the reactants needed to synthesize it. The reactants are: C[O:2][C:3](=[O:32])[C:4]1[CH:9]=[CH:8][C:7]([C:10]2[N:18]=[CH:17][N:16]=[C:15]3[C:11]=2[N:12]=[CH:13][N:14]3[C:19]2[CH:24]=[C:23]([C:25](=[O:30])[NH:26][CH:27]3[CH2:29][CH2:28]3)[CH:22]=[CH:21][C:20]=2[CH3:31])=[CH:6][CH:5]=1.[OH-].[Na+].Cl. (6) Given the product [NH2:14][CH2:13][CH2:12][CH2:11][C:9]1[CH:8]=[C:7]([C:25]2[C:33]3[C:28](=[N:29][CH:30]=[C:31]([C:34]4[CH:35]=[N:36][N:37]([CH3:39])[CH:38]=4)[CH:32]=3)[NH:27][CH:26]=2)[N:6]=[C:5]([NH2:4])[N:10]=1, predict the reactants needed to synthesize it. The reactants are: [OH-].[NH3+]N.[NH2:4][C:5]1[N:10]=[C:9]([CH2:11][CH2:12][CH2:13][N:14]2C(=O)C3C(=CC=CC=3)C2=O)[CH:8]=[C:7]([C:25]2[C:33]3[C:28](=[N:29][CH:30]=[C:31]([C:34]4[CH:35]=[N:36][N:37]([CH3:39])[CH:38]=4)[CH:32]=3)[NH:27][CH:26]=2)[N:6]=1. (7) Given the product [CH3:35][C:34]1[O:24][C:22]([C:25]2[CH:26]=[C:27]([CH:31]=[CH:32][CH:33]=2)[C:28]([OH:30])=[O:29])=[CH:23][N:36]=1, predict the reactants needed to synthesize it. The reactants are: C([O-])(=O)C.[Tl+3].C([O-])(=O)C.C([O-])(=O)C.FC(F)(F)S(O)(=O)=O.[C:22]([C:25]1[CH:26]=[C:27]([CH:31]=[CH:32][CH:33]=1)[C:28]([OH:30])=[O:29])(=[O:24])[CH3:23].[C:34](#[N:36])[CH3:35].